This data is from Forward reaction prediction with 1.9M reactions from USPTO patents (1976-2016). The task is: Predict the product of the given reaction. (1) Given the reactants [C:1]([C:3]1[C:11]2[C:6](=[CH:7][C:8]([O:12]C)=[CH:9][CH:10]=2)[N:5]([CH2:14][CH3:15])[C:4]=1[C:16]#[C:17][C:18]1[CH:23]=[CH:22][C:21]([NH:24][C:25]([CH:27]2[CH2:29][CH2:28]2)=[O:26])=[CH:20][CH:19]=1)#[N:2].B(Br)(Br)Br, predict the reaction product. The product is: [C:1]([C:3]1[C:11]2[C:6](=[CH:7][C:8]([OH:12])=[CH:9][CH:10]=2)[N:5]([CH2:14][CH3:15])[C:4]=1[C:16]#[C:17][C:18]1[CH:19]=[CH:20][C:21]([NH:24][C:25]([CH:27]2[CH2:28][CH2:29]2)=[O:26])=[CH:22][CH:23]=1)#[N:2]. (2) Given the reactants [CH3:1][O:2][C:3](=[O:12])[C:4]1[CH:9]=[C:8](O)[CH:7]=[C:6]([Br:11])[CH:5]=1.COC(=O)C1C=C(Br)C=C(Br)C=1.[B:25]1([B:25]2[O:29][C:28]([CH3:31])([CH3:30])[C:27]([CH3:33])([CH3:32])[O:26]2)[O:29][C:28]([CH3:31])([CH3:30])[C:27]([CH3:33])([CH3:32])[O:26]1.C([O-])(=O)C.[K+], predict the reaction product. The product is: [CH3:1][O:2][C:3](=[O:12])[C:4]1[CH:9]=[C:8]([B:25]2[O:29][C:28]([CH3:31])([CH3:30])[C:27]([CH3:33])([CH3:32])[O:26]2)[CH:7]=[C:6]([Br:11])[CH:5]=1.